Dataset: Catalyst prediction with 721,799 reactions and 888 catalyst types from USPTO. Task: Predict which catalyst facilitates the given reaction. The catalyst class is: 16. Reactant: [Br:1][C:2]1[CH:3]=[C:4]([C:14]2[O:15][C:16](=[O:26])[C:17]3[CH:23]=[C:22]([Cl:24])[CH:21]=[C:20]([CH3:25])[C:18]=3[N:19]=2)[N:5]([C:7]2[C:12]([Cl:13])=[CH:11][CH:10]=[CH:9][N:8]=2)[N:6]=1.[CH2:27]([NH:34][C:35](=[O:39])[CH2:36][NH:37][NH2:38])[C:28]1[CH:33]=[CH:32][CH:31]=[CH:30][CH:29]=1.[Cl-].[NH4+]. Product: [CH2:27]([NH:34][C:35]([CH2:36][NH:37][NH:38][C:16]([C:17]1[CH:23]=[C:22]([Cl:24])[CH:21]=[C:20]([CH3:25])[C:18]=1[NH:19][C:14]([C:4]1[N:5]([C:7]2[C:12]([Cl:13])=[CH:11][CH:10]=[CH:9][N:8]=2)[N:6]=[C:2]([Br:1])[CH:3]=1)=[O:15])=[O:26])=[O:39])[C:28]1[CH:33]=[CH:32][CH:31]=[CH:30][CH:29]=1.